This data is from Forward reaction prediction with 1.9M reactions from USPTO patents (1976-2016). The task is: Predict the product of the given reaction. (1) Given the reactants [Cl:1][C:2]1[C:7]([CH3:8])=[CH:6][C:5]([S:9]([NH:12][C:13]2[CH:14]=[C:15]([C:19]3[CH:24]=[CH:23][C:22]([C:25](O)=[O:26])=[CH:21][CH:20]=3)[CH:16]=[CH:17][CH:18]=2)(=[O:11])=[O:10])=[C:4]([CH3:28])[CH:3]=1.CN(C(ON1N=NC2C=CC=NC1=2)=[N+](C)C)C.F[P-](F)(F)(F)(F)F.C(N(CC)CC)C.[NH2:60][CH2:61][CH2:62][OH:63], predict the reaction product. The product is: [OH:63][CH2:62][CH2:61][NH:60][C:25]([C:22]1[CH:23]=[CH:24][C:19]([C:15]2[CH:16]=[CH:17][CH:18]=[C:13]([NH:12][S:9]([C:5]3[CH:6]=[C:7]([CH3:8])[C:2]([Cl:1])=[CH:3][C:4]=3[CH3:28])(=[O:11])=[O:10])[CH:14]=2)=[CH:20][CH:21]=1)=[O:26]. (2) Given the reactants Cl[C:2]1[N:3]([CH2:10][C@@:11]([CH3:31])([OH:30])[CH2:12][N:13]2[CH2:18][CH2:17][CH:16]([O:19][C:20]3[CH:25]=[CH:24][C:23]([C:26]([F:29])([F:28])[F:27])=[CH:22][CH:21]=3)[CH2:15][CH2:14]2)[CH:4]=[C:5]([N+:7]([O-:9])=[O:8])[N:6]=1.[H-].[Na+].O, predict the reaction product. The product is: [CH3:31][C@@:11]1([CH2:12][N:13]2[CH2:18][CH2:17][CH:16]([O:19][C:20]3[CH:25]=[CH:24][C:23]([C:26]([F:29])([F:28])[F:27])=[CH:22][CH:21]=3)[CH2:15][CH2:14]2)[O:30][C:2]2=[N:6][C:5]([N+:7]([O-:9])=[O:8])=[CH:4][N:3]2[CH2:10]1. (3) Given the reactants [NH2:1][C:2]1[N:7]([CH2:8][CH2:9][CH2:10][CH3:11])[C:6](=[O:12])[NH:5][C:4](=[O:13])[CH:3]=1.C(=O)([O-])[O-].[Cs+].[Cs+].CN(C)C=O.Br[CH2:26][CH2:27][CH2:28][C:29]([O:31][CH2:32][CH3:33])=[O:30], predict the reaction product. The product is: [NH2:1][C:2]1[N:7]([CH2:8][CH2:9][CH2:10][CH3:11])[C:6](=[O:12])[N:5]([CH2:26][CH2:27][CH2:28][C:29]([O:31][CH2:32][CH3:33])=[O:30])[C:4](=[O:13])[CH:3]=1. (4) Given the reactants [F:1][C:2]1[CH:7]=[CH:6][C:5]([S:8]([CH2:11][C:12]#[N:13])(=[O:10])=[O:9])=[CH:4][CH:3]=1.ClC1C=C[C:18]([S:21]([CH2:24]C#N)(=[O:23])=[O:22])=CC=1, predict the reaction product. The product is: [F:1][C:2]1[CH:3]=[CH:4][C:5]([S:8]([C:11](=[C:24]([S:8]([CH3:5])(=[O:10])=[O:9])[S:21]([CH3:18])(=[O:23])=[O:22])[C:12]#[N:13])(=[O:9])=[O:10])=[CH:6][CH:7]=1. (5) Given the reactants [CH3:1][C:2]1[C:10]2[N:9]([CH:11]([CH3:13])[CH3:12])[CH:8]=[CH:7][C:6]=2[C:5]([C:14]([O:16]C)=[O:15])=[CH:4][CH:3]=1.[OH-].[Na+], predict the reaction product. The product is: [CH3:1][C:2]1[C:10]2[N:9]([CH:11]([CH3:13])[CH3:12])[CH:8]=[CH:7][C:6]=2[C:5]([C:14]([OH:16])=[O:15])=[CH:4][CH:3]=1. (6) Given the reactants [CH3:1][C:2]1[CH:7]=[CH:6][CH:5]=[C:4]([CH3:8])[C:3]=1[N:9]1[CH2:14][CH2:13][NH:12][CH2:11][CH2:10]1.Cl[C:16]1[CH:17]=[CH:18][C:19]2[N:20]([C:22]([C:25]([F:28])([F:27])[F:26])=[N:23][N:24]=2)[N:21]=1, predict the reaction product. The product is: [CH3:8][C:4]1[CH:5]=[CH:6][CH:7]=[C:2]([CH3:1])[C:3]=1[N:9]1[CH2:10][CH2:11][N:12]([C:16]2[CH:17]=[CH:18][C:19]3[N:20]([C:22]([C:25]([F:26])([F:28])[F:27])=[N:23][N:24]=3)[N:21]=2)[CH2:13][CH2:14]1. (7) Given the reactants [OH:1]C[C@@H]([C@H]([C@@H]([C@@H](CO)O)O)O)O.O.O.O.O.O.O.[Cl-].[Al+3:20].[Cl-].[Cl-].O.[C:24]([OH:36])(=[O:35])[CH2:25][C:26]([CH2:31][C:32]([OH:34])=[O:33])([C:28]([OH:30])=[O:29])[OH:27].[OH-].[Na+].[OH-].[OH:40][CH2:41][C@@H:42]([C@H:44]([C@@H:46]([C@@H:48]([CH2:50][OH:51])[OH:49])[OH:47])[OH:45])[OH:43].C([O-])(=O)CC(CC(O)=O)(C(O)=O)O.[Mg+2], predict the reaction product. The product is: [OH-:1].[OH:51][CH2:50][C@@H:48]([C@H:46]([C@@H:44]([C@@H:42]([CH2:41][OH:40])[OH:43])[OH:45])[OH:47])[OH:49].[C:24]([O-:36])(=[O:35])[CH2:25][C:26]([CH2:31][C:32]([O-:34])=[O:33])([C:28]([OH:30])=[O:29])[OH:27].[Al+3:20].